The task is: Predict the reactants needed to synthesize the given product.. This data is from Full USPTO retrosynthesis dataset with 1.9M reactions from patents (1976-2016). (1) Given the product [Cl:1][C:2]1[N:7]=[CH:6][C:5]2[C:8]([C:14]([NH2:18])=[O:16])=[N:9][N:10]([CH:11]([CH3:12])[CH3:13])[C:4]=2[CH:3]=1, predict the reactants needed to synthesize it. The reactants are: [Cl:1][C:2]1[N:7]=[CH:6][C:5]2[C:8]([C:14]([OH:16])=O)=[N:9][N:10]([CH:11]([CH3:13])[CH3:12])[C:4]=2[CH:3]=1.C[N:18](C(ON1N=NC2C1=CC=CC=2)=[N+](C)C)C.F[P-](F)(F)(F)(F)F.C(N(CC)C(C)C)(C)C.[OH-].[NH4+]. (2) Given the product [Cl:22][C:7]1[C:8]([NH:12][C:13](=[O:21])[CH2:14][CH:15]2[CH2:20][CH2:19][CH2:18][CH2:17][CH2:16]2)=[C:9]2[C:4](=[CH:5][CH:6]=1)[N:3]=[C:2]([NH:38][CH2:37][CH2:36][CH2:35][C:34]([O:33][C:30]([CH3:32])([CH3:31])[CH3:29])=[O:39])[CH:11]=[CH:10]2, predict the reactants needed to synthesize it. The reactants are: Cl[C:2]1[CH:11]=[CH:10][C:9]2[C:4](=[CH:5][CH:6]=[C:7]([Cl:22])[C:8]=2[NH:12][C:13](=[O:21])[CH2:14][CH:15]2[CH2:20][CH2:19][CH2:18][CH2:17][CH2:16]2)[N:3]=1.C(=O)([O-])[O-].[K+].[K+].[CH3:29][C:30]([O:33][C:34](=[O:39])[CH2:35][CH2:36][CH2:37][NH2:38])([CH3:32])[CH3:31].O. (3) Given the product [Br:1][CH2:2][CH2:3][CH2:4][CH2:5][CH2:6][CH2:7][CH2:8][CH2:9][O:10][C:11]1[CH:34]=[CH:33][C:14]([C:15]([C:17]2[CH:22]=[CH:21][C:20]([O:23][CH2:24][CH2:25][CH2:26][CH2:27][CH2:28][CH2:29][CH2:30][CH2:31][Br:32])=[CH:19][CH:18]=2)=[C:15]([C:14]2[CH:33]=[CH:34][C:11]([O:10][CH2:9][CH2:8][CH2:7][CH2:6][CH2:5][CH2:4][CH2:3][CH2:2][Br:1])=[CH:12][CH:13]=2)[C:17]2[CH:18]=[CH:19][C:20]([O:23][CH2:24][CH2:25][CH2:26][CH2:27][CH2:28][CH2:29][CH2:30][CH2:31][Br:32])=[CH:21][CH:22]=2)=[CH:13][CH:12]=1, predict the reactants needed to synthesize it. The reactants are: [Br:1][CH2:2][CH2:3][CH2:4][CH2:5][CH2:6][CH2:7][CH2:8][CH2:9][O:10][C:11]1[CH:34]=[CH:33][C:14]([C:15]([C:17]2[CH:22]=[CH:21][C:20]([O:23][CH2:24][CH2:25][CH2:26][CH2:27][CH2:28][CH2:29][CH2:30][CH2:31][Br:32])=[CH:19][CH:18]=2)=O)=[CH:13][CH:12]=1. (4) The reactants are: [CH3:1][C:2]([C:4]1[CH:9]=[CH:8][CH:7]=[C:6]([NH:10][C:11]([CH3:13])=[O:12])[CH:5]=1)=[O:3].CO[CH:16](OC)[N:17]([CH3:19])[CH3:18]. Given the product [CH3:16][N:17]([CH3:19])[CH:18]=[CH:1][C:2]([C:4]1[CH:5]=[C:6]([NH:10][C:11](=[O:12])[CH3:13])[CH:7]=[CH:8][CH:9]=1)=[O:3], predict the reactants needed to synthesize it. (5) The reactants are: [Cl:1][C:2]1[CH:7]=[CH:6][CH:5]=[CH:4][C:3]=1[C:8]1[CH:19]=[C:18]2[C:14]([C:15]([CH:21]=[CH2:22])=[CH:16][N:17]2[CH3:20])=[C:13]2[C:9]=1[C:10](=[O:24])[NH:11][C:12]2=[O:23].C[N+]1([O-])CCOCC1.CC(C)=O.[OH2:37].C[OH:39].O1CCCC1.C(OCC)(=O)C. Given the product [Cl:1][C:2]1[CH:7]=[CH:6][CH:5]=[CH:4][C:3]=1[C:8]1[CH:19]=[C:18]2[C:14]([C:15]([CH:21]([OH:39])[CH2:22][OH:37])=[CH:16][N:17]2[CH3:20])=[C:13]2[C:9]=1[C:10](=[O:24])[NH:11][C:12]2=[O:23], predict the reactants needed to synthesize it.